From a dataset of Catalyst prediction with 721,799 reactions and 888 catalyst types from USPTO. Predict which catalyst facilitates the given reaction. (1) Reactant: [N:1]([C@H:4]1[CH2:8][C@@H:7]([C:9]2[CH:14]=[CH:13][CH:12]=[CH:11][CH:10]=2)[CH:6]=[CH:5]1)=[N+]=[N-].CC1CCCO1.O.C1(P(C2C=CC=CC=2)C2C=CC=CC=2)C=CC=CC=1. Product: [C:9]1([C@@H:7]2[CH2:8][C@H:4]([NH2:1])[CH:5]=[CH:6]2)[CH:14]=[CH:13][CH:12]=[CH:11][CH:10]=1. The catalyst class is: 237. (2) Reactant: [NH2:1][NH2:2].C[O:4][C:5](=O)[CH2:6][C:7]1[CH:12]=[CH:11][C:10]([F:13])=[CH:9][CH:8]=1. Product: [F:13][C:10]1[CH:11]=[CH:12][C:7]([CH2:6][C:5]([NH:1][NH2:2])=[O:4])=[CH:8][CH:9]=1. The catalyst class is: 5. (3) Reactant: [CH3:1][C:2]1[CH:12]=[C:11]([CH3:13])[CH:10]=[C:9]([C:14]2[CH:15]=[N:16][CH:17]=[CH:18][CH:19]=2)[C:3]=1[O:4][CH2:5][C:6]([O-])=[O:7].O.[NH2:21][NH2:22]. Product: [CH3:1][C:2]1[CH:12]=[C:11]([CH3:13])[CH:10]=[C:9]([C:14]2[CH:15]=[N:16][CH:17]=[CH:18][CH:19]=2)[C:3]=1[O:4][CH2:5][C:6]([NH:21][NH2:22])=[O:7]. The catalyst class is: 14. (4) Reactant: [CH2:1](O)[CH2:2][CH3:3].[NH2:5][CH:6]([C:11]1[CH:16]=[CH:15][C:14]2[O:17][CH2:18][O:19][C:13]=2[CH:12]=1)[CH2:7][C:8]([OH:10])=[O:9].S(=O)(=O)(O)O.[OH-].[Na+]. Product: [NH2:5][CH:6]([C:11]1[CH:16]=[CH:15][C:14]2[O:17][CH2:18][O:19][C:13]=2[CH:12]=1)[CH2:7][C:8]([O:10][CH2:1][CH2:2][CH3:3])=[O:9]. The catalyst class is: 6. (5) Reactant: [Br:1][C:2]1[C:7]([CH:8]=O)=[C:6](F)[C:5]([Cl:11])=[CH:4][CH:3]=1.O.[NH2:13][NH2:14]. Product: [Br:1][C:2]1[CH:3]=[CH:4][C:5]([Cl:11])=[C:6]2[C:7]=1[CH:8]=[N:13][NH:14]2. The catalyst class is: 57. (6) Reactant: Br[C:2]1[C:7]2[N:8]=[C:9]([CH3:11])[S:10][C:6]=2[CH:5]=[CH:4][C:3]=1[NH:12][C:13](=[O:24])[C:14]1[CH:19]=[CH:18][C:17]([C:20]([CH3:23])([CH3:22])[CH3:21])=[CH:16][CH:15]=1.[C:25]([Cu])#[N:26]. Product: [C:20]([C:17]1[CH:18]=[CH:19][C:14]([C:13]([NH:12][C:3]2[CH:4]=[CH:5][C:6]3[S:10][C:9]([CH3:11])=[N:8][C:7]=3[C:2]=2[C:25]#[N:26])=[O:24])=[CH:15][CH:16]=1)([CH3:23])([CH3:22])[CH3:21]. The catalyst class is: 3. (7) Reactant: C1(P(C2C=CC=CC=2)C2C=CC=CC=2)C=CC=CC=1.[Cl:20][C:21]1[CH:56]=[CH:55][C:24]([CH2:25][N:26]2[CH2:31][CH2:30][CH:29]([N:32]([CH2:40][C@@:41]([OH:54])([CH3:53])[CH2:42][O:43][C:44]3[CH:49]=[C:48]([F:50])[CH:47]=[CH:46][C:45]=3[CH2:51]O)[C:33](=[O:39])[O:34][C:35]([CH3:38])([CH3:37])[CH3:36])[CH2:28][CH2:27]2)=[CH:23][CH:22]=1.[Cl:57]C(Cl)(Cl)Cl. Product: [Cl:20][C:21]1[CH:56]=[CH:55][C:24]([CH2:25][N:26]2[CH2:27][CH2:28][CH:29]([N:32]([CH2:40][C@@:41]([OH:54])([CH3:53])[CH2:42][O:43][C:44]3[CH:49]=[C:48]([F:50])[CH:47]=[CH:46][C:45]=3[CH2:51][Cl:57])[C:33](=[O:39])[O:34][C:35]([CH3:38])([CH3:36])[CH3:37])[CH2:30][CH2:31]2)=[CH:23][CH:22]=1. The catalyst class is: 4. (8) Reactant: [C:1]([C:4]1[CH:9]=[CH:8][C:7]([C:10]2[CH:15]=[CH:14][C:13]([CH2:16][C@H:17]([NH:32][C:33]([C@H:35]3[CH2:40][CH2:39][C@H:38]([CH2:41][NH:42]C(=O)OC(C)(C)C)[CH2:37][CH2:36]3)=[O:34])[C:18](=[O:31])[NH:19][C:20]3[CH:25]=[CH:24][C:23]([C:26]4[N:27]=[N:28][NH:29][N:30]=4)=[CH:22][CH:21]=3)=[CH:12][CH:11]=2)=[C:6]([CH3:50])[CH:5]=1)(=[O:3])[NH2:2].[ClH:51]. Product: [ClH:51].[NH2:42][CH2:41][C@H:38]1[CH2:37][CH2:36][C@H:35]([C:33]([NH:32][C@H:17]([C:18](=[O:31])[NH:19][C:20]2[CH:25]=[CH:24][C:23]([C:26]3[N:27]=[N:28][NH:29][N:30]=3)=[CH:22][CH:21]=2)[CH2:16][C:13]2[CH:12]=[CH:11][C:10]([C:7]3[CH:8]=[CH:9][C:4]([C:1]([NH2:2])=[O:3])=[CH:5][C:6]=3[CH3:50])=[CH:15][CH:14]=2)=[O:34])[CH2:40][CH2:39]1. The catalyst class is: 12.